Dataset: Peptide-MHC class II binding affinity with 134,281 pairs from IEDB. Task: Regression. Given a peptide amino acid sequence and an MHC pseudo amino acid sequence, predict their binding affinity value. This is MHC class II binding data. (1) The peptide sequence is DLGCGRGGWCYYAAA. The MHC is DRB1_0801 with pseudo-sequence DRB1_0801. The binding affinity (normalized) is 0.317. (2) The peptide sequence is SGKAFGAMAKKGQED. The MHC is HLA-DQA10101-DQB10501 with pseudo-sequence HLA-DQA10101-DQB10501. The binding affinity (normalized) is 0. (3) The peptide sequence is GELFIVDKIDAAFKI. The MHC is DRB1_0401 with pseudo-sequence DRB1_0401. The binding affinity (normalized) is 0.779. (4) The peptide sequence is RTEIDKPSQHHHHHH. The MHC is DRB1_1101 with pseudo-sequence DRB1_1101. The binding affinity (normalized) is 0.0557.